Dataset: Full USPTO retrosynthesis dataset with 1.9M reactions from patents (1976-2016). Task: Predict the reactants needed to synthesize the given product. (1) The reactants are: C([O:3][C:4](=[O:17])[CH2:5][N:6]1[CH:10]=[CH:9][CH:8]=[C:7]1[S:11][C:12]1[S:13][CH:14]=[CH:15][CH:16]=1)C.Cl. Given the product [S:13]1[CH:14]=[CH:15][CH:16]=[C:12]1[S:11][C:7]1[N:6]([CH2:5][C:4]([OH:17])=[O:3])[CH:10]=[CH:9][CH:8]=1, predict the reactants needed to synthesize it. (2) Given the product [F:19][C:16]1[CH:17]=[C:18]2[C:13]([C:12]([C:20]3[CH:21]=[CH:22][C:23]4[N:27]=[C:26]([CH2:28][N:35]5[CH2:36][CH2:37][N:32]([CH3:31])[CH2:33][CH2:34]5)[NH:25][C:24]=4[CH:30]=3)=[CH:11][N:10]2[S:7]([C:1]2[CH:6]=[CH:5][CH:4]=[CH:3][CH:2]=2)(=[O:9])=[O:8])=[CH:14][CH:15]=1, predict the reactants needed to synthesize it. The reactants are: [C:1]1([S:7]([N:10]2[C:18]3[C:13](=[CH:14][CH:15]=[C:16]([F:19])[CH:17]=3)[C:12]([C:20]3[CH:21]=[CH:22][C:23]4[N:27]=[C:26]([CH2:28]Cl)[NH:25][C:24]=4[CH:30]=3)=[CH:11]2)(=[O:9])=[O:8])[CH:6]=[CH:5][CH:4]=[CH:3][CH:2]=1.[CH3:31][N:32]1[CH2:37][CH2:36][NH:35][CH2:34][CH2:33]1. (3) Given the product [Cl:26][C:27]1[S:31][C:30](/[CH:32]=[CH:33]/[S:34]([NH:1][C@H:2]2[CH2:6][CH2:5][N:4]([C:7]3[CH:8]=[C:9]4[C:14](=[CH:15][CH:16]=3)[CH2:13][N:12]([C:17]([O:19][C:20]([CH3:21])([CH3:23])[CH3:22])=[O:18])[CH:11]([CH3:24])[CH2:10]4)[C:3]2=[O:25])(=[O:36])=[O:35])=[CH:29][CH:28]=1, predict the reactants needed to synthesize it. The reactants are: [NH2:1][C@H:2]1[CH2:6][CH2:5][N:4]([C:7]2[CH:8]=[C:9]3[C:14](=[CH:15][CH:16]=2)[CH2:13][N:12]([C:17]([O:19][C:20]([CH3:23])([CH3:22])[CH3:21])=[O:18])[CH:11]([CH3:24])[CH2:10]3)[C:3]1=[O:25].[Cl:26][C:27]1[S:31][C:30](/[CH:32]=[CH:33]/[S:34](Cl)(=[O:36])=[O:35])=[CH:29][CH:28]=1.